The task is: Predict the reactants needed to synthesize the given product.. This data is from Full USPTO retrosynthesis dataset with 1.9M reactions from patents (1976-2016). (1) Given the product [Br:1][C:2]#[C:3][C:4]1[CH:9]=[CH:8][C:7]([O:10][CH3:11])=[C:6]([F:12])[CH:5]=1, predict the reactants needed to synthesize it. The reactants are: [Br:1][C:2](Br)=[CH:3][C:4]1[CH:9]=[CH:8][C:7]([O:10][CH3:11])=[C:6]([F:12])[CH:5]=1.CC(C)([O-])C.[K+].C1(C)C=CC=CC=1. (2) Given the product [CH2:23]=[O:24].[N:1]1[C:8]([NH2:9])=[N:7][C:5]([NH2:6])=[N:4][C:2]=1[NH2:3], predict the reactants needed to synthesize it. The reactants are: [N:1]1[C:8]([NH2:9])=[N:7][C:5]([NH2:6])=[N:4][C:2]=1[NH2:3].CN(C)C1N=C(N)N=C(N(C)C)N=1.[CH2:23]=[O:24].